Predict the reaction yield, written as a fraction of the theoretical maximum amount of product (1.0 means a 100% yield; for example, 0.34 means a 34% yield). From a dataset of Reaction yield outcomes from USPTO patents with 853,638 reactions. (1) The reactants are [CH3:1][O:2][C:3]1[C:4]([NH:15][C:16](=[O:20])OCC)=[N:5][C:6]2[C:11]([N:12]=1)=[CH:10][C:9]([O:13][CH3:14])=[CH:8][CH:7]=2.[C:21]1([N:27]2[CH2:32][CH2:31][NH:30][CH2:29][CH2:28]2)[CH:26]=[CH:25][CH:24]=[CH:23][CH:22]=1.C1CCN2C(=NCCC2)CC1. The catalyst is O1CCCC1. The product is [CH3:1][O:2][C:3]1[C:4]([NH:15][C:16]([N:30]2[CH2:31][CH2:32][N:27]([C:21]3[CH:26]=[CH:25][CH:24]=[CH:23][CH:22]=3)[CH2:28][CH2:29]2)=[O:20])=[N:5][C:6]2[C:11]([N:12]=1)=[CH:10][C:9]([O:13][CH3:14])=[CH:8][CH:7]=2. The yield is 0.910. (2) The yield is 0.710. The product is [ClH:35].[CH3:34][C:2]1([CH3:1])[C:8](=[O:9])[NH:7][C:6]2[N:10]=[CH:11][C:12](/[CH:14]=[CH:15]/[C:16]([N:18]([CH2:20][C:21]3[CH:26]=[CH:25][CH:24]=[C:23]([CH:27]([CH3:29])[CH3:28])[C:22]=3[O:30][CH2:31][CH2:32][CH3:33])[CH3:19])=[O:17])=[CH:13][C:5]=2[CH2:4][NH:3]1. The reactants are [CH3:1][C:2]1([CH3:34])[C:8](=[O:9])[NH:7][C:6]2[N:10]=[CH:11][C:12](/[CH:14]=[CH:15]/[C:16]([N:18]([CH2:20][C:21]3[CH:26]=[CH:25][CH:24]=[C:23]([CH:27]([CH3:29])[CH3:28])[C:22]=3[O:30][CH2:31][CH2:32][CH3:33])[CH3:19])=[O:17])=[CH:13][C:5]=2[CH2:4][NH:3]1.[ClH:35]. The catalyst is C(Cl)Cl.C(OCC)C. (3) The catalyst is CO.C(O)(=O)C. The yield is 0.320. The reactants are [NH2:1][C:2]1[C:3](=[O:21])[N:4]([CH2:13][C:14]2[CH:19]=[CH:18][C:17]([Cl:20])=[CH:16][CH:15]=2)[C:5](=[O:12])[N:6]([CH2:9][CH2:10][CH3:11])[C:7]=1[NH2:8].[CH3:22][CH:23]1[CH2:27][CH:26]([CH3:28])[C:25](=O)[C:24]1=O. The product is [Cl:20][C:17]1[CH:18]=[CH:19][C:14]([CH2:13][N:4]2[C:3](=[O:21])[C:2]3[C:7](=[N:8][C:24]4[CH:23]([CH3:22])[CH2:27][CH:26]([CH3:28])[C:25]=4[N:1]=3)[N:6]([CH2:9][CH2:10][CH3:11])[C:5]2=[O:12])=[CH:15][CH:16]=1.